This data is from Forward reaction prediction with 1.9M reactions from USPTO patents (1976-2016). The task is: Predict the product of the given reaction. (1) Given the reactants [C:1]([C:5]1[CH:6]=[C:7]([O:24][C:25]([F:28])([F:27])[F:26])[CH:8]=[C:9]2[C:14]=1[O:13][CH:12]([C:15]([F:18])([F:17])[F:16])[C:11]([C:19]([O:21][CH2:22][CH3:23])=[O:20])=[CH:10]2)#[C:2][CH2:3][CH3:4], predict the reaction product. The product is: [CH2:1]([C:5]1[CH:6]=[C:7]([O:24][C:25]([F:28])([F:26])[F:27])[CH:8]=[C:9]2[C:14]=1[O:13][CH:12]([C:15]([F:16])([F:17])[F:18])[C:11]([C:19]([O:21][CH2:22][CH3:23])=[O:20])=[CH:10]2)[CH2:2][CH2:3][CH3:4]. (2) Given the reactants Cl[CH2:2][C:3]1[CH:12]=[CH:11][C:10]2[C:5](=[CH:6][CH:7]=[CH:8][CH:9]=2)[CH:4]=1.[CH2:13]([N:20]1[C:28]2[C:23](=[CH:24][CH:25]=[C:26]([CH2:29][C:30]([OH:32])=[O:31])[CH:27]=2)[CH:22]=[CH:21]1)[C:14]1[CH:19]=[CH:18][CH:17]=[CH:16][CH:15]=1, predict the reaction product. The product is: [CH:4]1[C:5]2[C:10](=[CH:9][CH:8]=[CH:7][CH:6]=2)[CH:11]=[CH:12][C:3]=1[CH2:2][N:20]1[C:28]2[C:23](=[CH:24][CH:25]=[C:26]([CH2:29][C:30]([OH:32])=[O:31])[CH:27]=2)[CH:22]=[CH:21]1.[CH2:13]([N:20]1[C:28]2[C:23](=[CH:24][CH:25]=[C:26]([CH2:29][C:30]([OH:32])=[O:31])[CH:27]=2)[CH:22]=[CH:21]1)[C:14]1[CH:15]=[CH:16][CH:17]=[CH:18][CH:19]=1.